This data is from Reaction yield outcomes from USPTO patents with 853,638 reactions. The task is: Predict the reaction yield, written as a fraction of the theoretical maximum amount of product (1.0 means a 100% yield; for example, 0.34 means a 34% yield). (1) The reactants are [Cl:1][C:2]1[CH:7]=[CH:6][C:5](/[CH:8]=[C:9](/[N+]([O-])=O)\[CH3:10])=[CH:4][CH:3]=1.[N+:14]([CH2:16][C:17]([O:19][CH2:20][CH3:21])=[O:18])#[C-:15]. The catalyst is CC(O)C.C1COCC1. The product is [Cl:1][C:2]1[CH:7]=[CH:6][C:5]([C:8]2[C:9]([CH3:10])=[CH:15][NH:14][C:16]=2[C:17]([O:19][CH2:20][CH3:21])=[O:18])=[CH:4][CH:3]=1. The yield is 0.820. (2) The reactants are [CH3:1][N:2]1[CH:6]([C:7]([OH:9])=O)[CH2:5][N:4]([CH:10]([CH3:12])[CH3:11])[C:3]1=[O:13].C(N1CCOCC1)C.O.ON1C2C=CC=CC=2N=N1.Cl.C(N=C=NCCCN(C)C)C.[Cl:45][C:46]1[CH:51]=[C:50]([Cl:52])[CH:49]=[CH:48][C:47]=1[CH2:53][NH2:54]. The catalyst is ClCCl. The product is [Cl:45][C:46]1[CH:51]=[C:50]([Cl:52])[CH:49]=[CH:48][C:47]=1[CH2:53][NH:54][C:7]([CH:6]1[CH2:5][N:4]([CH:10]([CH3:12])[CH3:11])[C:3](=[O:13])[N:2]1[CH3:1])=[O:9]. The yield is 0.670. (3) The reactants are F[C:2]1[C:7]([C:8]2[CH:17]=[C:16]3[C:11]([CH:12]=[C:13]([NH2:18])[N:14]=[CH:15]3)=[CH:10][CH:9]=2)=[C:6]([CH3:19])[CH:5]=[CH:4][N:3]=1.CO.C[O-].[Na+].[C:25](=O)(O)[O-:26].[Na+]. No catalyst specified. The product is [CH3:25][O:26][C:2]1[C:7]([C:8]2[CH:17]=[C:16]3[C:11]([CH:12]=[C:13]([NH2:18])[N:14]=[CH:15]3)=[CH:10][CH:9]=2)=[C:6]([CH3:19])[CH:5]=[CH:4][N:3]=1. The yield is 1.00.